Predict which catalyst facilitates the given reaction. From a dataset of Catalyst prediction with 721,799 reactions and 888 catalyst types from USPTO. The catalyst class is: 37. Product: [NH2:9][C:4]1[C:3]([F:10])=[C:2]([N:19]2[CH2:20][CH2:21][C:16]3([C:12](=[O:11])[NH:13][CH2:14][CH2:15]3)[CH2:17][CH2:18]2)[C:7]([Cl:8])=[CH:6][N:5]=1. Reactant: Cl[C:2]1[C:7]([Cl:8])=[CH:6][N:5]=[C:4]([NH2:9])[C:3]=1[F:10].[O:11]=[C:12]1[C:16]2([CH2:21][CH2:20][N:19](C(OC(C)(C)C)=O)[CH2:18][CH2:17]2)[CH2:15][CH2:14][NH:13]1.C(N(CC)CC)C.